This data is from Forward reaction prediction with 1.9M reactions from USPTO patents (1976-2016). The task is: Predict the product of the given reaction. Given the reactants C([N:8]1[CH2:13][CH2:12][CH:11]=[C:10]([CH3:14])[CH:9]1[CH2:15][NH:16][C:17](=[O:23])[O:18][C:19]([CH3:22])([CH3:21])[CH3:20])C1C=CC=CC=1, predict the reaction product. The product is: [CH3:14][C@@H:10]1[CH2:11][CH2:12][CH2:13][NH:8][C@H:9]1[CH2:15][NH:16][C:17](=[O:23])[O:18][C:19]([CH3:22])([CH3:21])[CH3:20].